From a dataset of Full USPTO retrosynthesis dataset with 1.9M reactions from patents (1976-2016). Predict the reactants needed to synthesize the given product. (1) Given the product [I:2][C:3]1[C:4]([CH3:15])=[CH:5][CH:6]=[C:7]2[C:8]=1[N:9]=[C:10]([CH3:14])[NH:1][C:12]2=[O:11], predict the reactants needed to synthesize it. The reactants are: [NH3:1].[I:2][C:3]1[C:8]2[N:9]=[C:10]([CH3:14])[O:11][C:12](=O)[C:7]=2[CH:6]=[CH:5][C:4]=1[CH3:15]. (2) Given the product [F:1][C:2]1[CH:3]=[C:4]([CH:16]=[CH:17][C:18]=1[F:19])[CH2:5][CH:6]1[CH2:7][CH:8]([C:9]([O:11][CH3:12])=[O:10])[CH2:13][CH2:14][NH:15]1, predict the reactants needed to synthesize it. The reactants are: [F:1][C:2]1[CH:3]=[C:4]([CH:16]=[CH:17][C:18]=1[F:19])[CH2:5][C:6]1[CH:7]=[C:8]([CH:13]=[CH:14][N:15]=1)[C:9]([O:11][CH3:12])=[O:10]. (3) Given the product [Si:20]([O:8][C:5]1[CH:6]=[CH:7][C:2]([OH:1])=[C:3]([N:9]2[C:17](=[O:18])[C:16]3[C:11](=[CH:12][CH:13]=[CH:14][CH:15]=3)[C:10]2=[O:19])[CH:4]=1)([C:33]([CH3:36])([CH3:35])[CH3:34])([C:27]1[CH:28]=[CH:29][CH:30]=[CH:31][CH:32]=1)[C:21]1[CH:26]=[CH:25][CH:24]=[CH:23][CH:22]=1, predict the reactants needed to synthesize it. The reactants are: [OH:1][C:2]1[CH:7]=[CH:6][C:5]([OH:8])=[CH:4][C:3]=1[N:9]1[C:17](=[O:18])[C:16]2[C:11](=[CH:12][CH:13]=[CH:14][CH:15]=2)[C:10]1=[O:19].[Si:20](Cl)([C:33]([CH3:36])([CH3:35])[CH3:34])([C:27]1[CH:32]=[CH:31][CH:30]=[CH:29][CH:28]=1)[C:21]1[CH:26]=[CH:25][CH:24]=[CH:23][CH:22]=1.N1C=CN=C1. (4) Given the product [CH3:30][O:29][C:26]1[CH:27]=[C:28]2[C:23](=[CH:24][C:25]=1[O:31][CH3:32])[N:22]=[CH:21][CH:20]=[C:19]2[O:1][C:2]1[C:11]([C:12]([O:14][CH2:15][CH2:16][CH3:17])=[O:13])=[CH:10][C:9]2[C:4]([CH:3]=1)=[CH:5][CH:6]=[CH:7][CH:8]=2, predict the reactants needed to synthesize it. The reactants are: [OH:1][C:2]1[C:11]([C:12]([O:14][CH2:15][CH2:16][CH3:17])=[O:13])=[CH:10][C:9]2[C:4](=[CH:5][CH:6]=[CH:7][CH:8]=2)[CH:3]=1.Cl[C:19]1[C:28]2[C:23](=[CH:24][C:25]([O:31][CH3:32])=[C:26]([O:29][CH3:30])[CH:27]=2)[N:22]=[CH:21][CH:20]=1.O. (5) Given the product [CH2:35]1[CH2:37][CH2:36][C:35]([OH:38])([C:12]([C:7]2[CH:8]=[CH:37][CH:36]=[CH:35][CH:10]=2)=[O:13])[CH2:37][CH2:36]1, predict the reactants needed to synthesize it. The reactants are: C(OC[C:7]([CH2:12][OH:13])([CH2:10]O)[CH2:8]O)(=O)C=C.[C:35](OCC(CO[C:35](=[O:38])[CH:36]=[CH2:37])(CO[C:35](=[O:38])[CH:36]=[CH2:37])CO[C:35](=[O:38])[CH:36]=[CH2:37])(=[O:38])[CH:36]=[CH2:37]. (6) The reactants are: [CH:1]1[C:6]([C@@H:7]2[O:16]C3C=C(O)C=[C:11](O)[C:10]=3[CH2:9][C@@H:8]2[OH:19])=[CH:5][C:4]([OH:20])=[C:3]([OH:21])[CH:2]=1.[C:22]([OH:33])(=[O:32])C1C=C(O)C(O)=C(O)C=1.[OH:34]O. Given the product [CH:11]1[C:1]2[C:6](=[C:5]([OH:34])[C:4]([OH:20])=[C:3]([OH:21])[CH:2]=2)[C:7](=[O:16])[C:8]([OH:19])=[C:9]([C:22]([OH:33])=[O:32])[CH:10]=1, predict the reactants needed to synthesize it. (7) Given the product [NH2:1][C:2]1[N:7]=[C:6]([NH:8][C@H:9]([C:11]2[N:16]=[C:15]3[CH:17]=[CH:18][N:19]([CH3:20])[C:14]3=[CH:13][C:12]=2[C:21]2[CH2:26][CH2:25][CH:24]([NH2:27])[CH2:23][CH:22]=2)[CH3:10])[C:5]([C:35]#[N:36])=[C:4]([CH3:37])[N:3]=1, predict the reactants needed to synthesize it. The reactants are: [NH2:1][C:2]1[N:7]=[C:6]([NH:8][C@H:9]([C:11]2[N:16]=[C:15]3[CH:17]=[CH:18][N:19]([CH3:20])[C:14]3=[CH:13][C:12]=2[C:21]2[CH2:26][CH2:25][CH:24]([NH:27]C(=O)OC(C)(C)C)[CH2:23][CH:22]=2)[CH3:10])[C:5]([C:35]#[N:36])=[C:4]([CH3:37])[N:3]=1.C(O)(C(F)(F)F)=O.